Dataset: Reaction yield outcomes from USPTO patents with 853,638 reactions. Task: Predict the reaction yield, written as a fraction of the theoretical maximum amount of product (1.0 means a 100% yield; for example, 0.34 means a 34% yield). (1) The reactants are [Si]([O:8][CH2:9][CH:10]1[CH2:28][CH2:27][N:13]2[C:14]3[C:19]([C:20]([C:21](=O)[C:22](OC)=[O:23])=[C:12]2[CH2:11]1)=[CH:18][CH:17]=[CH:16][CH:15]=3)(C(C)(C)C)(C)C.[S:29]1[C:33]2[NH:34][CH:35]=[C:36]([CH2:37][C:38]([NH2:40])=[O:39])[C:32]=2[CH:31]=[CH:30]1.CC([O-])(C)C.[K+].Cl. The catalyst is C1COCC1. The product is [OH:8][CH2:9][CH:10]1[CH2:28][CH2:27][N:13]2[C:14]3[C:19]([C:20]([C:21]4[C:22](=[O:23])[NH:40][C:38](=[O:39])[C:37]=4[C:36]4[C:32]5[CH:31]=[CH:30][S:29][C:33]=5[NH:34][CH:35]=4)=[C:12]2[CH2:11]1)=[CH:18][CH:17]=[CH:16][CH:15]=3. The yield is 0.0400. (2) The reactants are [C:1]([C:3]1[CH:4]=[C:5]([CH:20]=[CH:21][CH:22]=1)[O:6][C:7]1[CH:19]=[CH:18][C:10]([C:11]([O:13]C(C)(C)C)=[O:12])=[CH:9][CH:8]=1)#[N:2].FC(F)(F)C(O)=O.O. The catalyst is ClCCl. The product is [C:1]([C:3]1[CH:4]=[C:5]([CH:20]=[CH:21][CH:22]=1)[O:6][C:7]1[CH:19]=[CH:18][C:10]([C:11]([OH:13])=[O:12])=[CH:9][CH:8]=1)#[N:2]. The yield is 0.280.